Dataset: Reaction yield outcomes from USPTO patents with 853,638 reactions. Task: Predict the reaction yield, written as a fraction of the theoretical maximum amount of product (1.0 means a 100% yield; for example, 0.34 means a 34% yield). (1) The reactants are [CH2:1]([NH:3][C:4]1[C:9]([NH:10][C:11]2[CH:16]=[CH:15][CH:14]=[CH:13][CH:12]=2)=[CH:8][CH:7]=[CH:6][N:5]=1)C.[ClH:17].C(O[CH2:26][CH3:27])(OCC)OCC. The catalyst is C(O)=O. The product is [Cl:17][N+:3]1([CH2:26][CH3:27])[C:4]2=[N:5][CH:6]=[CH:7][CH:8]=[C:9]2[N:10]([C:11]2[CH:16]=[CH:15][CH:14]=[CH:13][CH:12]=2)[CH-:1]1. The yield is 0.910. (2) The reactants are [CH3:1][O:2][C:3]([C:5]1[C:14]2[C:9](=[CH:10][CH:11]=[CH:12][CH:13]=2)[N:8]=[C:7]([C:15]2[CH:20]=[CH:19][CH:18]=[CH:17][CH:16]=2)[C:6]=1[CH2:21]Br)=[O:4].[C:23]([N:40]1[CH2:45][CH2:44][NH:43][CH2:42][CH2:41]1)([O:25][CH2:26][CH:27]1[C:39]2[C:34](=[CH:35][CH:36]=[CH:37][CH:38]=2)[C:33]2[C:28]1=[CH:29][CH:30]=[CH:31][CH:32]=2)=[O:24]. The catalyst is C1COCC1. The product is [CH3:1][O:2][C:3]([C:5]1[C:14]2[C:9](=[CH:10][CH:11]=[CH:12][CH:13]=2)[N:8]=[C:7]([C:15]2[CH:20]=[CH:19][CH:18]=[CH:17][CH:16]=2)[C:6]=1[CH2:21][N:43]1[CH2:44][CH2:45][N:40]([C:23]([O:25][CH2:26][CH:27]2[C:39]3[C:34](=[CH:35][CH:36]=[CH:37][CH:38]=3)[C:33]3[C:28]2=[CH:29][CH:30]=[CH:31][CH:32]=3)=[O:24])[CH2:41][CH2:42]1)=[O:4]. The yield is 0.690. (3) The reactants are C([NH:8][C:9]1[C:14]([F:15])=[CH:13][C:12]([N:16]2[CH2:21][CH2:20][N:19]([CH2:22][CH3:23])[CH2:18][CH2:17]2)=[CH:11][C:10]=1[F:24])(OC(C)(C)C)=O.Cl.[OH-].[Na+]. The catalyst is C(OCC)(=O)C. The product is [CH2:22]([N:19]1[CH2:20][CH2:21][N:16]([C:12]2[CH:11]=[C:10]([F:24])[C:9]([NH2:8])=[C:14]([F:15])[CH:13]=2)[CH2:17][CH2:18]1)[CH3:23]. The yield is 0.780. (4) The reactants are [Li]CCCC.[OH-].[Na+].[CH:8]1([C:11]([O:13][C:14]([CH3:17])([CH3:16])[CH3:15])=[O:12])[CH2:10][CH2:9]1.Br[CH2:19][CH2:20][CH2:21][CH2:22][CH2:23][Cl:24].Cl. The catalyst is C1COCC1.[Cl-].[Na+].O.O. The product is [Cl:24][CH2:23][CH2:22][CH2:21][CH2:20][CH2:19][C:8]1([C:11]([O:13][C:14]([CH3:17])([CH3:16])[CH3:15])=[O:12])[CH2:10][CH2:9]1. The yield is 0.730. (5) The yield is 0.480. The reactants are C1(P(=O)(C2C=CC=CC=2)C2C=CC=CC=2)C=CC=CC=1.FC(F)(F)S(OS(C(F)(F)F)(=O)=O)(=O)=O.C([S:43][CH:44]([CH:69]([O:72][CH3:73])[O:70][CH3:71])[CH2:45][NH:46][C:47]([C:49]1[NH:50][C:51]2[C:56]([CH:57]=1)=[CH:55][CH:54]=[CH:53][C:52]=2[N:58]([CH3:68])[S:59]([C:62]1[N:63]([CH3:67])[CH:64]=[CH:65][N:66]=1)(=[O:61])=[O:60])=O)C1C=CC=CC=1.C1(SC)C=CC=CC=1. The product is [CH3:71][O:70][CH:69]([O:72][CH3:73])[CH:44]1[S:43][C:47]([C:49]2[NH:50][C:51]3[C:56]([CH:57]=2)=[CH:55][CH:54]=[CH:53][C:52]=3[N:58]([CH3:68])[S:59]([C:62]2[N:63]([CH3:67])[CH:64]=[CH:65][N:66]=2)(=[O:61])=[O:60])=[N:46][CH2:45]1. The catalyst is ClCCl.C(OCC)(=O)C. (6) The reactants are C[Si](C)(C)CC[O:5][C:6](=[O:42])[CH:7]([CH2:33][CH:34]=[CH:35][CH2:36][P:37]([OH:41])([O:39][CH3:40])=[O:38])[CH2:8][C:9]([CH3:32])=[CH:10][CH2:11][C:12]1[C:13]([O:25]CC[Si](C)(C)C)=[C:14]2[C:18](=[C:19]([CH3:23])[C:20]=1[O:21][CH3:22])[CH2:17][O:16][C:15]2=[O:24].[CH2:45]1CN([P+](ON2N=NC3C=CC=CC2=3)(N2CCCC2)N2CCCC2)CC1.F[P-](F)(F)(F)(F)F.C(OCC)(=O)[C@H](C)O.CCN(C(C)C)C(C)C. The catalyst is CN(C=O)C. The product is [CH2:40]([O:39][P:37]([CH2:36][CH:35]=[CH:34][CH2:33][CH:7]([CH2:8][C:9]([CH3:32])=[CH:10][CH2:11][C:12]1[C:13]([OH:25])=[C:14]2[C:18](=[C:19]([CH3:23])[C:20]=1[O:21][CH3:22])[CH2:17][O:16][C:15]2=[O:24])[C:6]([OH:5])=[O:42])([OH:41])=[O:38])[CH3:45]. The yield is 0.740. (7) The reactants are [NH2:1][C:2]1[CH:7]=[CH:6][C:5]([C:8]2[C:9]([NH2:17])=[N:10][C:11]([NH2:16])=[N:12][C:13]=2[CH2:14]C)=[CH:4][CH:3]=1.[CH3:18][S:19]([C:22]1[CH:27]=[CH:26][C:25]([CH2:28][C:29]([OH:31])=O)=[CH:24][CH:23]=1)(=[O:21])=[O:20].C1[C:40]2[C:35](=[CH:36][CH:37]=[CH:38][CH:39]=2)[CH2:34]C1C(O)=O.CN(C([O:51]N1N=NC2C=CC=NC1=2)=[N+](C)C)C.F[P-](F)(F)(F)(F)F.CN(C(ON1N=NC2C=CC=CC1=2)=[N+](C)C)C.[B-](F)(F)(F)F. No catalyst specified. The product is [NH2:16][C:11]1[N:10]=[C:9]([NH2:17])[C:8]([C:5]2[CH:4]=[CH:3][C:2]([NH:1][C:29](=[O:31])[CH2:28][C:25]3[CH:24]=[CH:23][C:22]([S:19]([CH3:18])(=[O:20])=[O:21])=[CH:27][CH:26]=3)=[CH:7][CH:6]=2)=[C:13]([CH2:14][O:51][CH2:34][C:35]2[CH:40]=[CH:39][CH:38]=[CH:37][CH:36]=2)[N:12]=1. The yield is 0.700. (8) The reactants are [C:1](=[O:16])([S:3][CH2:4][CH2:5][CH2:6][N:7](C(OC(C)(C)C)=O)[CH3:8])[CH3:2].[ClH:17]. The product is [ClH:17].[C:1](=[O:16])([S:3][CH2:4][CH2:5][CH2:6][NH:7][CH3:8])[CH3:2]. The catalyst is C(O)C.C1(C)C=CC=CC=1. The yield is 0.880.